This data is from NCI-60 drug combinations with 297,098 pairs across 59 cell lines. The task is: Regression. Given two drug SMILES strings and cell line genomic features, predict the synergy score measuring deviation from expected non-interaction effect. (1) Drug 1: CC1CCC2CC(C(=CC=CC=CC(CC(C(=O)C(C(C(=CC(C(=O)CC(OC(=O)C3CCCCN3C(=O)C(=O)C1(O2)O)C(C)CC4CCC(C(C4)OC)O)C)C)O)OC)C)C)C)OC. Drug 2: B(C(CC(C)C)NC(=O)C(CC1=CC=CC=C1)NC(=O)C2=NC=CN=C2)(O)O. Cell line: SR. Synergy scores: CSS=75.6, Synergy_ZIP=0.833, Synergy_Bliss=2.86, Synergy_Loewe=-2.01, Synergy_HSA=1.53. (2) Drug 1: CC1=CC2C(CCC3(C2CCC3(C(=O)C)OC(=O)C)C)C4(C1=CC(=O)CC4)C. Drug 2: C1=CC=C(C(=C1)C(C2=CC=C(C=C2)Cl)C(Cl)Cl)Cl. Cell line: MDA-MB-231. Synergy scores: CSS=-10.6, Synergy_ZIP=4.97, Synergy_Bliss=-3.40, Synergy_Loewe=-14.1, Synergy_HSA=-14.4.